Predict the product of the given reaction. From a dataset of Forward reaction prediction with 1.9M reactions from USPTO patents (1976-2016). (1) Given the reactants Br[C:2]1[C:3]([O:8][C@H:9]2[CH2:13][N:12]([C:14]([O:16][C:17]([CH3:20])([CH3:19])[CH3:18])=[O:15])[C@H:11]([C:21]([O:23][CH3:24])=[O:22])[CH2:10]2)=[N:4][CH:5]=[CH:6][CH:7]=1.[CH:25]([B-](F)(F)F)=[CH2:26].[K+], predict the reaction product. The product is: [CH:25]([C:2]1[C:3]([O:8][C@H:9]2[CH2:13][N:12]([C:14]([O:16][C:17]([CH3:20])([CH3:19])[CH3:18])=[O:15])[C@H:11]([C:21]([O:23][CH3:24])=[O:22])[CH2:10]2)=[N:4][CH:5]=[CH:6][CH:7]=1)=[CH2:26]. (2) Given the reactants [Cl:1][C:2]1[CH:3]=[C:4]([C:12]2[O:16][N:15]=[C:14]([C:17]3[CH:18]=[CH:19][CH:20]=[C:21]4[C:25]=3[N:24]([CH3:26])[CH:23]=[C:22]4[CH2:27][CH:28]=O)[N:13]=2)[CH:5]=[CH:6][C:7]=1[O:8][CH:9]([CH3:11])[CH3:10].[NH:30]1[CH2:37][CH2:36][CH2:35][C@H:31]1[C:32]([OH:34])=[O:33].C(O)(=O)C.C(O[BH-](OC(=O)C)OC(=O)C)(=O)C.[Na+], predict the reaction product. The product is: [Cl:1][C:2]1[CH:3]=[C:4]([C:12]2[O:16][N:15]=[C:14]([C:17]3[CH:18]=[CH:19][CH:20]=[C:21]4[C:25]=3[N:24]([CH3:26])[CH:23]=[C:22]4[CH2:27][CH2:28][N:30]3[CH2:37][CH2:36][CH2:35][C@H:31]3[C:32]([OH:34])=[O:33])[N:13]=2)[CH:5]=[CH:6][C:7]=1[O:8][CH:9]([CH3:10])[CH3:11]. (3) Given the reactants [C:1]([C:4]1[CH:9]=[N:8][N:7]2[CH:10]=[C:11]([C:13]3[CH:14]=[N:15][C:16]([CH2:19][N:20]4C(=O)C5C(=CC=CC=5)C4=O)=[CH:17][CH:18]=3)[CH:12]=[C:6]2[C:5]=1[NH:31][C@H:32]1[C@@H:36]([CH2:37][CH3:38])[CH2:35][N:34]([C:39]([O:41][CH2:42][C:43]2[CH:48]=[CH:47][CH:46]=[CH:45][CH:44]=2)=[O:40])[CH2:33]1)(=[O:3])[NH2:2].O.NN.C1COCC1, predict the reaction product. The product is: [NH2:20][CH2:19][C:16]1[N:15]=[CH:14][C:13]([C:11]2[CH:12]=[C:6]3[C:5]([NH:31][C@H:32]4[C@@H:36]([CH2:37][CH3:38])[CH2:35][N:34]([C:39]([O:41][CH2:42][C:43]5[CH:44]=[CH:45][CH:46]=[CH:47][CH:48]=5)=[O:40])[CH2:33]4)=[C:4]([C:1](=[O:3])[NH2:2])[CH:9]=[N:8][N:7]3[CH:10]=2)=[CH:18][CH:17]=1.